Dataset: Full USPTO retrosynthesis dataset with 1.9M reactions from patents (1976-2016). Task: Predict the reactants needed to synthesize the given product. (1) The reactants are: [Br:1][C:2]1[C:3]([C:14](=[S:16])[NH2:15])=[CH:4][C:5]([NH:8][C:9]([NH:11][CH2:12][CH3:13])=[O:10])=[N:6][CH:7]=1.Br[CH2:18][C:19]([C:21]1[CH:22]=[N:23][N:24]([CH3:26])[CH:25]=1)=O. Given the product [Br:1][C:2]1[C:3]([C:14]2[S:16][CH:18]=[C:19]([C:21]3[CH:22]=[N:23][N:24]([CH3:26])[CH:25]=3)[N:15]=2)=[CH:4][C:5]([NH:8][C:9]([NH:11][CH2:12][CH3:13])=[O:10])=[N:6][CH:7]=1, predict the reactants needed to synthesize it. (2) Given the product [CH3:38][O:37][C:35]1[C:34]([S:39][CH2:40][C:41]2[CH:42]=[N:43][C:44]([C:47]3[CH:48]=[CH:49][C:50]([C:53]([F:56])([F:55])[F:54])=[CH:51][CH:52]=3)=[CH:45][CH:46]=2)=[CH:33][C:32]([CH3:57])=[C:31]([CH:36]=1)[O:30][CH2:29][C:28]([OH:58])=[O:27], predict the reactants needed to synthesize it. The reactants are: ClC1C=CC(CCl)=CN=1.COC(=O)COC1C=C(OC)C(S)=CC=1C.C[O:27][C:28](=[O:58])[CH2:29][O:30][C:31]1[CH:36]=[C:35]([O:37][CH3:38])[C:34]([S:39][CH2:40][C:41]2[CH:42]=[N:43][C:44]([C:47]3[CH:52]=[CH:51][C:50]([C:53]([F:56])([F:55])[F:54])=[CH:49][CH:48]=3)=[CH:45][CH:46]=2)=[CH:33][C:32]=1[CH3:57]. (3) Given the product [CH3:18][O:19][C:20]1[CH:25]=[CH:24][C:23]([S:26]([N:9]2[C:10]3[C:6](=[CH:5][CH:4]=[C:3]([C:2]([F:14])([F:1])[F:15])[CH:11]=3)[C:7]([CH:12]=[O:13])=[CH:8]2)(=[O:27])=[O:28])=[CH:22][C:21]=1[N:30]1[CH2:35][CH2:34][N:33]([C:36](=[O:41])[C:37]([Cl:40])([Cl:39])[Cl:38])[CH2:32][CH2:31]1, predict the reactants needed to synthesize it. The reactants are: [F:1][C:2]([F:15])([F:14])[C:3]1[CH:11]=[C:10]2[C:6]([C:7]([CH:12]=[O:13])=[CH:8][NH:9]2)=[CH:5][CH:4]=1.[H-].[Na+].[CH3:18][O:19][C:20]1[CH:25]=[CH:24][C:23]([S:26](Cl)(=[O:28])=[O:27])=[CH:22][C:21]=1[N:30]1[CH2:35][CH2:34][N:33]([C:36](=[O:41])[C:37]([Cl:40])([Cl:39])[Cl:38])[CH2:32][CH2:31]1. (4) Given the product [C:1]([N:34]1[CH2:33][CH2:32][CH:31]([NH:30][C:23]2[CH:24]=[C:25]([O:28][CH3:29])[CH:26]=[CH:27][C:22]=2[C:14]2[NH:13][C:12](=[O:37])[C:11]3[C:16](=[CH:17][C:18]([O:20][CH3:21])=[CH:19][C:10]=3[O:9][CH3:8])[N:15]=2)[CH2:36][CH2:35]1)(=[O:3])[CH3:2], predict the reactants needed to synthesize it. The reactants are: [C:1](OC(=O)C)(=[O:3])[CH3:2].[CH3:8][O:9][C:10]1[CH:19]=[C:18]([O:20][CH3:21])[CH:17]=[C:16]2[C:11]=1[C:12](=[O:37])[NH:13][C:14]([C:22]1[CH:27]=[CH:26][C:25]([O:28][CH3:29])=[CH:24][C:23]=1[NH:30][CH:31]1[CH2:36][CH2:35][NH:34][CH2:33][CH2:32]1)=[N:15]2.C(N(CC)CC)C. (5) Given the product [F:1][C:2]1[CH:7]=[C:6]([F:8])[CH:5]=[CH:4][C:3]=1[NH:9][C@H:10]1[NH:18][C:17]2[C:12](=[N:13][C:14]([NH:19][CH:20]3[CH2:21][CH2:22][C:23](=[O:24])[CH2:28][CH2:29]3)=[N:15][CH:16]=2)[N:11]1[CH:30]1[CH2:35][CH2:34][CH:33]([OH:36])[CH2:32][CH2:31]1, predict the reactants needed to synthesize it. The reactants are: [F:1][C:2]1[CH:7]=[C:6]([F:8])[CH:5]=[CH:4][C:3]=1[NH:9][C@H:10]1[NH:18][C:17]2[C:12](=[N:13][C:14]([NH:19][CH:20]3[CH2:29][CH2:28][C:23]4(OCC[O:24]4)[CH2:22][CH2:21]3)=[N:15][CH:16]=2)[N:11]1[CH:30]1[CH2:35][CH2:34][CH:33]([OH:36])[CH2:32][CH2:31]1.FC(F)(F)C(O)=O. (6) The reactants are: [OH:1][CH2:2][CH2:3][C:4]1[CH:9]=[CH:8][N:7]=[C:6]([NH:10][C:11](=[O:17])[O:12][C:13]([CH3:16])([CH3:15])[CH3:14])[CH:5]=1.C(N(CC)CC)C.[CH3:25][S:26](Cl)(=[O:28])=[O:27].O. Given the product [CH3:25][S:26]([O:1][CH2:2][CH2:3][C:4]1[CH:9]=[CH:8][N:7]=[C:6]([NH:10][C:11]([O:12][C:13]([CH3:14])([CH3:16])[CH3:15])=[O:17])[CH:5]=1)(=[O:28])=[O:27], predict the reactants needed to synthesize it. (7) The reactants are: [OH:1][C:2]1[CH:15]=[CH:14][C:13]2[O:12][C:11]3[C:6](=[CH:7][C:8]([C:16]4[CH:17]=[N:18][CH:19]=[N:20][CH:21]=4)=[CH:9][CH:10]=3)[C:5]3([CH2:25][O:24][C:23]([NH2:26])=[N:22]3)[C:4]=2[CH:3]=1.C(=O)([O-])[O-].[Cs+].[Cs+].CN(C=O)C.I[CH2:39][CH2:40][CH3:41]. Given the product [CH2:39]([O:1][C:2]1[CH:15]=[CH:14][C:13]2[O:12][C:11]3[C:6](=[CH:7][C:8]([C:16]4[CH:17]=[N:18][CH:19]=[N:20][CH:21]=4)=[CH:9][CH:10]=3)[C:5]3([CH2:25][O:24][C:23]([NH2:26])=[N:22]3)[C:4]=2[CH:3]=1)[CH2:40][CH3:41], predict the reactants needed to synthesize it.